Dataset: Full USPTO retrosynthesis dataset with 1.9M reactions from patents (1976-2016). Task: Predict the reactants needed to synthesize the given product. (1) The reactants are: [C:1]([OH:9])(=O)[C:2]1[CH:7]=[CH:6][CH:5]=[CH:4][CH:3]=1.F[P-](F)(F)(F)(F)F.N1(OC(N(C)C)=[N+](C)C)C2N=CC=CC=2N=N1.C(N(CC)C(C)C)(C)C.[CH2:43]([NH:45][CH2:46][C:47]([CH2:53][NH:54][C:55]1[CH:63]=[CH:62][CH:61]=[C:60]2[C:56]=1[CH:57]=[N:58][N:59]2[C:64]1[CH:69]=[CH:68][CH:67]=[CH:66][CH:65]=1)([OH:52])[C:48]([F:51])([F:50])[F:49])[CH3:44]. Given the product [CH2:43]([N:45]([CH2:46][C:47]([OH:52])([CH2:53][NH:54][C:55]1[CH:63]=[CH:62][CH:61]=[C:60]2[C:56]=1[CH:57]=[N:58][N:59]2[C:64]1[CH:65]=[CH:66][CH:67]=[CH:68][CH:69]=1)[C:48]([F:51])([F:50])[F:49])[C:1](=[O:9])[C:2]1[CH:3]=[CH:4][CH:5]=[CH:6][CH:7]=1)[CH3:44], predict the reactants needed to synthesize it. (2) Given the product [CH3:21][S:22]([O:18][C:12]([C:7]1[CH:6]=[CH:5][C:4]2[C:9](=[CH:10][CH:11]=[C:2]([Br:1])[CH:3]=2)[N:8]=1)([CH3:17])[C:13]([F:15])([F:14])[F:16])(=[O:24])=[O:23], predict the reactants needed to synthesize it. The reactants are: [Br:1][C:2]1[CH:3]=[C:4]2[C:9](=[CH:10][CH:11]=1)[N:8]=[C:7]([C:12]([OH:18])([CH3:17])[C:13]([F:16])([F:15])[F:14])[CH:6]=[CH:5]2.[H-].[Na+].[CH3:21][S:22](Cl)(=[O:24])=[O:23]. (3) Given the product [C:3]([O:7][C:8](=[O:23])[NH2:9])([CH3:6])([CH3:5])[CH3:4].[CH3:8][NH:9][CH2:10][CH:11]1[CH2:15][CH2:14][NH:13][CH2:12]1, predict the reactants needed to synthesize it. The reactants are: CN.[C:3]([O:7][C:8](=[O:23])[NH:9][CH2:10][CH:11]1[CH2:15][CH2:14][N:13](CC2C=CC=CC=2)[CH2:12]1)([CH3:6])([CH3:5])[CH3:4].OCC1(OC[C@@H](O)[C@@H](O)[C@H]1O)O. (4) Given the product [C:32]([O:10][CH2:9][C:5]1[C:6]([Br:8])=[CH:7][C:2]([F:1])=[CH:3][C:4]=1[N:11]1[C:23](=[O:24])[C:22]2[S:21][C:20]3[CH2:19][CH2:18][CH2:17][CH2:16][C:15]=3[C:14]=2[CH:13]=[N:12]1)(=[O:33])[CH3:34], predict the reactants needed to synthesize it. The reactants are: [F:1][C:2]1[CH:7]=[C:6]([Br:8])[C:5]([CH2:9][OH:10])=[C:4]([N:11]2[C:23](=[O:24])[C:22]3[S:21][C:20]4[CH2:19][CH2:18][CH2:17][CH2:16][C:15]=4[C:14]=3[CH:13]=[N:12]2)[CH:3]=1.CCN(CC)CC.[C:32](Cl)([CH3:34])=[O:33].